This data is from Forward reaction prediction with 1.9M reactions from USPTO patents (1976-2016). The task is: Predict the product of the given reaction. Given the reactants C1C2C(=CC=CC=2)C=CC1.C1(=O)C2C(CC=CC=2)CCC1.[Br:22][C:23]1[CH:32]=[C:31]2[C:26]([C:27]([CH3:35])([CH3:34])[CH2:28][CH2:29][C:30]2=O)=[CH:25][CH:24]=1.[C:36]1([SH:42])[CH:41]=[CH:40][CH:39]=[CH:38][CH:37]=1, predict the reaction product. The product is: [CH3:34][C:27]1([CH3:35])[C:26]2[C:31](=[CH:32][C:23]([Br:22])=[CH:24][CH:25]=2)[C:30]([S:42][C:36]2[CH:41]=[CH:40][CH:39]=[CH:38][CH:37]=2)=[CH:29][CH2:28]1.